From a dataset of Forward reaction prediction with 1.9M reactions from USPTO patents (1976-2016). Predict the product of the given reaction. Given the reactants [Cl:1][C:2]1[CH:3]=[C:4]2[C:8](=[CH:9][CH:10]=1)[N:7]([C:11]1[CH:16]=[CH:15][CH:14]=[C:13]([C:17]([F:20])([F:19])[F:18])[CH:12]=1)[C:6]([CH:21]([NH:28][C:29]1[CH:37]=[CH:36][C:32]([C:33](O)=[O:34])=[CH:31][CH:30]=1)[CH2:22][CH2:23][CH2:24][CH2:25][CH2:26][CH3:27])=[CH:5]2.[CH3:38][NH:39][CH2:40][CH2:41][C:42]([O:44][CH2:45][CH3:46])=[O:43].O.ON1C2C=CC=CC=2N=N1.Cl.C(N=C=NCCCN(C)C)C.Cl, predict the reaction product. The product is: [Cl:1][C:2]1[CH:3]=[C:4]2[C:8](=[CH:9][CH:10]=1)[N:7]([C:11]1[CH:16]=[CH:15][CH:14]=[C:13]([C:17]([F:20])([F:19])[F:18])[CH:12]=1)[C:6]([CH:21]([NH:28][C:29]1[CH:30]=[CH:31][C:32]([C:33]([N:39]([CH3:38])[CH2:40][CH2:41][C:42]([O:44][CH2:45][CH3:46])=[O:43])=[O:34])=[CH:36][CH:37]=1)[CH2:22][CH2:23][CH2:24][CH2:25][CH2:26][CH3:27])=[CH:5]2.